Regression. Given two drug SMILES strings and cell line genomic features, predict the synergy score measuring deviation from expected non-interaction effect. From a dataset of NCI-60 drug combinations with 297,098 pairs across 59 cell lines. Drug 1: CC1=C2C(C(=O)C3(C(CC4C(C3C(C(C2(C)C)(CC1OC(=O)C(C(C5=CC=CC=C5)NC(=O)OC(C)(C)C)O)O)OC(=O)C6=CC=CC=C6)(CO4)OC(=O)C)O)C)O. Drug 2: C#CCC(CC1=CN=C2C(=N1)C(=NC(=N2)N)N)C3=CC=C(C=C3)C(=O)NC(CCC(=O)O)C(=O)O. Cell line: HOP-92. Synergy scores: CSS=20.2, Synergy_ZIP=2.22, Synergy_Bliss=2.57, Synergy_Loewe=-0.106, Synergy_HSA=0.0276.